From a dataset of Full USPTO retrosynthesis dataset with 1.9M reactions from patents (1976-2016). Predict the reactants needed to synthesize the given product. (1) Given the product [CH2:3]1[C:11]2[C:6](=[CH:7][CH:8]=[CH:9][CH:10]=2)[CH2:5][C:4]1=[CH:15][C:16]([O:17][CH2:18][CH3:14])=[O:13], predict the reactants needed to synthesize it. The reactants are: [H-].[Na+].[CH2:3]1[C:11]2[C:6](=[CH:7][CH:8]=[CH:9][CH:10]=2)[CH2:5][C:4]1=O.[OH2:13].[CH2:14]1[CH2:18][O:17][CH2:16][CH2:15]1. (2) Given the product [Br:1][C:2]1[CH:3]=[C:4]([CH:8]([CH3:14])[C:9](=[O:11])[CH3:10])[CH:5]=[CH:6][CH:7]=1, predict the reactants needed to synthesize it. The reactants are: [Br:1][C:2]1[CH:3]=[C:4]([CH2:8][C:9](=[O:11])[CH3:10])[CH:5]=[CH:6][CH:7]=1.CI.[C:14](=O)([O-])[O-].[Cs+].[Cs+].CCOCC. (3) Given the product [CH2:5]([O:12][C:13]1[CH:14]=[C:15]([CH:16]=[C:17]([CH3:19])[CH:18]=1)[CH:20]=[O:21])[C:6]1[CH:7]=[CH:8][CH:9]=[CH:10][CH:11]=1, predict the reactants needed to synthesize it. The reactants are: CS(C)=O.[CH2:5]([O:12][C:13]1[CH:14]=[C:15]([CH2:20][OH:21])[CH:16]=[C:17]([CH3:19])[CH:18]=1)[C:6]1[CH:11]=[CH:10][CH:9]=[CH:8][CH:7]=1.C(N(CC)CC)C. (4) Given the product [NH2:19][C:16]1[CH:17]=[CH:18][C:13]([CH:7]([C:1]2[CH:2]=[CH:3][CH:4]=[CH:5][CH:6]=2)[C:8]([O:10][CH2:11][CH3:12])=[O:9])=[CH:14][C:15]=1[F:22], predict the reactants needed to synthesize it. The reactants are: [C:1]1([CH:7]([C:13]2[CH:18]=[CH:17][C:16]([N+:19]([O-])=O)=[C:15]([F:22])[CH:14]=2)[C:8]([O:10][CH2:11][CH3:12])=[O:9])[CH:6]=[CH:5][CH:4]=[CH:3][CH:2]=1. (5) Given the product [F:1][C:2]1[C:3]([F:14])=[C:4]([O:16][CH3:15])[C:5]([F:12])=[C:6]([F:11])[C:7]=1[N+:8]([O-:10])=[O:9], predict the reactants needed to synthesize it. The reactants are: [F:1][C:2]1[C:7]([N+:8]([O-:10])=[O:9])=[C:6]([F:11])[C:5]([F:12])=[C:4](F)[C:3]=1[F:14].[CH3:15][O-:16].[Na+].